Dataset: Experimentally validated miRNA-target interactions with 360,000+ pairs, plus equal number of negative samples. Task: Binary Classification. Given a miRNA mature sequence and a target amino acid sequence, predict their likelihood of interaction. The miRNA is hsa-miR-5010-5p with sequence AGGGGGAUGGCAGAGCAAAAUU. The protein sequence of the target gene is MELSSKKKLHALSLAEKIQVLELLDESKMSQSEVARRFQVSQPQISRICKNKEKLLADWCSGTANRERKRKRESKYSGIDEALLCWYHIARAKAWDVTGPMLLHKAKELADIMGQDFVPSIGWLVRWKRRNNVGFGARHVLAPSFPPEPPPPGLTSQAQLPLSLKDFSPEDVFGCAELPLLYRAVPGSFGACDQVQVLLCANSRGTEKRRVLLGGLQAAPRCFFGIRSEALPASYHPDLGIPWLEWLAQFDRDMGQQGRQVALLLAARVVEELAGLPGLYHVKLLPLAASSTTPPLPSSV.... Result: 0 (no interaction).